This data is from Forward reaction prediction with 1.9M reactions from USPTO patents (1976-2016). The task is: Predict the product of the given reaction. (1) Given the reactants [OH:1][CH2:2][CH2:3][N:4](C)[C:5](=O)OC(C)(C)C.[F:13][C:14]1[CH:15]=[C:16]([CH:20]=[CH:21][C:22]=1[F:23])[C:17]([Cl:19])=[O:18].N1C=CC=CC=1, predict the reaction product. The product is: [ClH:19].[F:13][C:14]1[CH:15]=[C:16]([CH:20]=[CH:21][C:22]=1[F:23])[C:17]([O:1][CH2:2][CH2:3][NH:4][CH3:5])=[O:18]. (2) Given the reactants [Cl:1][C:2]1[CH:7]=[C:6]([Cl:8])[CH:5]=[CH:4][C:3]=1[C:9]1[N:10]=[C:11](/[CH:18]=[CH:19]/[C:20]2[CH:25]=[CH:24][C:23]([C:26]3[CH:31]=[CH:30][C:29]([O:32][CH3:33])=[CH:28][CH:27]=3)=[CH:22][CH:21]=2)[N:12]([CH2:14][C:15](O)=[O:16])[CH:13]=1.[NH2:34][CH2:35][CH2:36][N:37]1[CH2:42][CH2:41][O:40][CH2:39][CH2:38]1, predict the reaction product. The product is: [Cl:1][C:2]1[CH:7]=[C:6]([Cl:8])[CH:5]=[CH:4][C:3]=1[C:9]1[N:10]=[C:11](/[CH:18]=[CH:19]/[C:20]2[CH:21]=[CH:22][C:23]([C:26]3[CH:27]=[CH:28][C:29]([O:32][CH3:33])=[CH:30][CH:31]=3)=[CH:24][CH:25]=2)[N:12]([CH2:14][C:15]([NH:34][CH2:35][CH2:36][N:37]2[CH2:42][CH2:41][O:40][CH2:39][CH2:38]2)=[O:16])[CH:13]=1. (3) Given the reactants [CH:1]1([C@H:5]([NH:10][C:11]2[N:19]=[C:18]([C:20]([O:22]C)=[O:21])[N:17]=[C:16]3[C:12]=2[N:13]([CH2:31][C:32]2[CH:37]=[CH:36][C:35]([C:38]([F:41])([F:40])[F:39])=[CH:34][CH:33]=2)[C:14]([C:24]2[CH:29]=[CH:28][CH:27]=[C:26]([CH3:30])[CH:25]=2)=[N:15]3)[CH2:6][CH2:7][CH2:8][OH:9])[CH2:4][CH2:3][CH2:2]1.[OH-].[Li+].Cl, predict the reaction product. The product is: [CH:1]1([C@H:5]([NH:10][C:11]2[N:19]=[C:18]([C:20]([OH:22])=[O:21])[N:17]=[C:16]3[C:12]=2[N:13]([CH2:31][C:32]2[CH:33]=[CH:34][C:35]([C:38]([F:39])([F:40])[F:41])=[CH:36][CH:37]=2)[C:14]([C:24]2[CH:29]=[CH:28][CH:27]=[C:26]([CH3:30])[CH:25]=2)=[N:15]3)[CH2:6][CH2:7][CH2:8][OH:9])[CH2:2][CH2:3][CH2:4]1. (4) Given the reactants [CH3:1][CH:2]1[CH2:7][NH:6][CH2:5][CH2:4][NH:3]1.Br[C:9]1[CH:14]=[CH:13][CH:12]=[C:11]([CH3:15])[C:10]=1[CH3:16].C1C=CC(P(C2C(C3C(P(C4C=CC=CC=4)C4C=CC=CC=4)=CC=C4C=3C=CC=C4)=C3C(C=CC=C3)=CC=2)C2C=CC=CC=2)=CC=1.CC(C)([O-])C.[Na+], predict the reaction product. The product is: [CH3:16][C:10]1[C:11]([CH3:15])=[CH:12][CH:13]=[CH:14][C:9]=1[N:6]1[CH2:5][CH2:4][NH:3][CH:2]([CH3:1])[CH2:7]1. (5) Given the reactants [CH2:1]([N:3]([CH:27]1[CH2:32][CH2:31][O:30][CH2:29][CH2:28]1)[C:4]1[C:5]([CH3:26])=[C:6]([CH:10]=[C:11]([C:13]2[CH:18]=[CH:17][C:16]([CH2:19][N:20]3[CH2:25][CH2:24][O:23][CH2:22][CH2:21]3)=[CH:15][CH:14]=2)[CH:12]=1)[C:7]([OH:9])=O)[CH3:2].CN(C(ON1N=NC2C=CC=NC1=2)=[N+](C)C)C.F[P-](F)(F)(F)(F)F.CCN(C(C)C)C(C)C.[NH2:66][CH2:67][C:68]1[C:69](=[O:77])[NH:70][C:71]([CH3:76])=[C:72]([F:75])[C:73]=1[CH3:74], predict the reaction product. The product is: [CH2:1]([N:3]([CH:27]1[CH2:28][CH2:29][O:30][CH2:31][CH2:32]1)[C:4]1[C:5]([CH3:26])=[C:6]([C:7]([NH:66][CH2:67][C:68]2[C:69](=[O:77])[NH:70][C:71]([CH3:76])=[C:72]([F:75])[C:73]=2[CH3:74])=[O:9])[CH:10]=[C:11]([C:13]2[CH:14]=[CH:15][C:16]([CH2:19][N:20]3[CH2:25][CH2:24][O:23][CH2:22][CH2:21]3)=[CH:17][CH:18]=2)[CH:12]=1)[CH3:2]. (6) Given the reactants [CH3:1][O:2][C:3]1[CH:27]=[C:26]([O:28][CH3:29])[CH:25]=[CH:24][C:4]=1[CH2:5][N:6]([C:19]1[S:23][N:22]=[CH:21][N:20]=1)[S:7]([C:10]1[CH:15]=[C:14]([F:16])[C:13](F)=[CH:12][C:11]=1[F:18])(=[O:9])=[O:8].[CH3:30][N:31]1[C:35]([C@H:36]2[CH2:41][CH2:40][CH2:39][CH2:38][C@@H:37]2[OH:42])=[CH:34][CH:33]=[N:32]1.[H-].[Na+], predict the reaction product. The product is: [CH3:1][O:2][C:3]1[CH:27]=[C:26]([O:28][CH3:29])[CH:25]=[CH:24][C:4]=1[CH2:5][N:6]([C:19]1[S:23][N:22]=[CH:21][N:20]=1)[S:7]([C:10]1[CH:15]=[C:14]([F:16])[C:13]([O:42][C@H:37]2[CH2:38][CH2:39][CH2:40][CH2:41][C@@H:36]2[C:35]2[N:31]([CH3:30])[N:32]=[CH:33][CH:34]=2)=[CH:12][C:11]=1[F:18])(=[O:9])=[O:8].